From a dataset of Experimentally validated miRNA-target interactions with 360,000+ pairs, plus equal number of negative samples. Binary Classification. Given a miRNA mature sequence and a target amino acid sequence, predict their likelihood of interaction. (1) The protein sequence of the target gene is MAAGVLPQNEQPYSTLVNNSECVANMKGNLERPTPKYTKVGERLRHVIPGHMACSMACGGRACKYENPARWSEQEQAIKGVYSSWVTDNILAMARPSSELLEKYHIIDQFLSHGIKTIINLQRPGEHASCGNPLEQESGFTYLPEAFMEAGIYFYNFGWKDYGVASLTTILDMVKVMTFALQEGKVAIHCHAGLGRTGVLIACYLVFATRMTADQAIIFVRAKRPNSIQTRGQLLCVREFTQFLTPLRNIFSCCDPKAHAVTLPQYLIRQRHLLHGYEARLLKHVPKIIHLVCKLLLDLA.... Result: 0 (no interaction). The miRNA is rno-miR-7a-5p with sequence UGGAAGACUAGUGAUUUUGUUGU. (2) The miRNA is mmu-miR-434-5p with sequence GCUCGACUCAUGGUUUGAACCA. The protein sequence of the target gene is MNSDSSSVSSRASSPDMDEMYLRDHHHRHHHHHQESRLNSVSSTQGDMVQKMPGESLSRAGAKAAGESSKYKIKKQLSEQDLQQLRLKINGRERKRMHDLNLAMDGLREVMPYAHGPSVRKLSKIATLLLARNYILMLTSSLEEMKRLVGEIYGGHHSAFHCGTVGHSAGHPAHAANAVHPVHPILGGALSSGNASSPLSATSLPTIGTIRPPHSLLKAPSTPPALQLGSGFQHWAGLPCPCTICQMPPPPHLSALSTANMARLSAESKDLLK. Result: 0 (no interaction). (3) The miRNA is hsa-miR-4424 with sequence AGAGUUAACUCAAAAUGGACUA. The protein sequence of the target gene is MHALSGFSLVSLLSLGYLSWDWAKPGLVADGPAEAGDQPSVAPPQPPHIIFILTDDQGYHDVGYHGSDIETPTLDRLAAEGVKLENYYIQPICTPSRSQLLTGRYQIHTGLQHSIIRPRQPNCLPLDQVTLPQKLQEAGYSTHMVGKWHLGFYRKECLPTRRGFDTFLGSLTGNVDYYTYDNCDGPGVCGFDLHEGESVAWGLSGQYSTMLYAQRASHILASHNPQNPLFLYVAFQAVHTPLQSPREYLYRYRTMGNVARRKYAAMVTCMDEAVRNITWALKRYGFYNNSVIIFSSDNGG.... Result: 0 (no interaction). (4) The miRNA is hsa-miR-6865-5p with sequence UAGGUGGCAGAGGAGGGACUUCA. The protein sequence of the target gene is MAPTLLQKLFNKRGSSGSSAAASAQGRAPKEGPAFSWSCSEFDLNEIRLIVYQDCDRRGRQVLFDSKAVQKIEEVTAQKTEDVPIKISAKCCQGSSSVSSSSSSSISSHSSSGGSSHHAKEQLPKYQYTRPASDVNMLGEMMFGSVAMSYKGSTLKIHYIRSPPQLMISKVFSARMGSFCGSTNNLQDSFEYINQDPNLGKLNTNQNSLGPCRTGSNLAHSTPVDMPSRGQNEDRDSGIARSASLSSLLITPFPSPSSSTSSSSSYQRRWLRSQTTSLENGIIPRRSTDETFSLAEETCS.... Result: 0 (no interaction). (5) Result: 0 (no interaction). The protein sequence of the target gene is MICQKFCVVLLHWEFIYVITAFNLSYPITPWRFKLSCMPPNSTYDYFLLPAGLSKNTSNSNGHYETAVEPKFNSSGTHFSNLSKTTFHCCFRSEQDRNCSLCADNIEGKTFVSTVNSLVFQQIDANWNIQCWLKGDLKLFICYVESLFKNLFRNYNYKVHLLYVLPEVLEDSPLVPQKGSFQMVHCNCSVHECCECLVPVPTAKLNDTLLMCLKITSGGVIFQSPLMSVQPINMVKPDPPLGLHMEITDDGNLKISWSSPPLVPFPLQYQVKYSENSTTVIREADKIVSATSLLVDSILP.... The miRNA is hsa-miR-302a-3p with sequence UAAGUGCUUCCAUGUUUUGGUGA.